From a dataset of NCI-60 drug combinations with 297,098 pairs across 59 cell lines. Regression. Given two drug SMILES strings and cell line genomic features, predict the synergy score measuring deviation from expected non-interaction effect. (1) Drug 1: CC1=C(N=C(N=C1N)C(CC(=O)N)NCC(C(=O)N)N)C(=O)NC(C(C2=CN=CN2)OC3C(C(C(C(O3)CO)O)O)OC4C(C(C(C(O4)CO)O)OC(=O)N)O)C(=O)NC(C)C(C(C)C(=O)NC(C(C)O)C(=O)NCCC5=NC(=CS5)C6=NC(=CS6)C(=O)NCCC[S+](C)C)O. Drug 2: CCCCC(=O)OCC(=O)C1(CC(C2=C(C1)C(=C3C(=C2O)C(=O)C4=C(C3=O)C=CC=C4OC)O)OC5CC(C(C(O5)C)O)NC(=O)C(F)(F)F)O. Cell line: MALME-3M. Synergy scores: CSS=58.7, Synergy_ZIP=8.70, Synergy_Bliss=6.84, Synergy_Loewe=5.79, Synergy_HSA=9.22. (2) Drug 1: C1CC(=O)NC(=O)C1N2C(=O)C3=CC=CC=C3C2=O. Drug 2: C(CN)CNCCSP(=O)(O)O. Cell line: HOP-92. Synergy scores: CSS=4.25, Synergy_ZIP=2.75, Synergy_Bliss=4.32, Synergy_Loewe=1.42, Synergy_HSA=-0.798.